This data is from Forward reaction prediction with 1.9M reactions from USPTO patents (1976-2016). The task is: Predict the product of the given reaction. (1) Given the reactants [CH3:1][O:2][C:3](=[O:19])[C:4](O)([C:12]1[CH:17]=[CH:16][CH:15]=[CH:14][CH:13]=1)[CH2:5][C:6]1[CH:11]=[CH:10][CH:9]=[CH:8][CH:7]=1.S(OS(C(F)(F)F)(=O)=O)(C(F)(F)F)(=O)=O.N1C=CC=CC=1, predict the reaction product. The product is: [CH3:1][O:2][C:3](=[O:19])/[C:4](/[C:12]1[CH:13]=[CH:14][CH:15]=[CH:16][CH:17]=1)=[CH:5]\[C:6]1[CH:11]=[CH:10][CH:9]=[CH:8][CH:7]=1. (2) Given the reactants C([O:3][CH:4](OCC)[C:5]1[O:6][CH:7]=[CH:8][CH:9]=1)C.[Li]CCCC.[CH3:18][S:19]SC.Cl, predict the reaction product. The product is: [CH3:18][S:19][C:7]1[O:6][C:5]([CH:4]=[O:3])=[CH:9][CH:8]=1. (3) The product is: [C:12]([O:11][C:9]([N:4]1[C:3]2[C:16](=[CH:17][CH:18]=[CH:19][CH:2]=2)[CH:6]([CH2:7][Cl:8])[CH2:5]1)=[O:10])([CH3:15])([CH3:14])[CH3:13]. Given the reactants Br[C:2]1[CH:19]=[CH:18][CH:17]=[CH:16][C:3]=1[N:4]([C:9]([O:11][C:12]([CH3:15])([CH3:14])[CH3:13])=[O:10])[CH2:5][CH:6]=[CH:7][Cl:8].CC(N=NC(C#N)(C)C)(C#N)C.N#N.CCCC[SnH](CCCC)CCCC, predict the reaction product. (4) Given the reactants [O-:1][N+:2]1[C:7]2[CH:8]=[CH:9][CH:10]=[CH:11][C:6]=2[N:5]=[C:4]([NH:12][C:13]2[CH:18]=[CH:17][C:16]([CH2:19][C:20](O)=[O:21])=[CH:15][CH:14]=2)[N:3]=1.[CH:23]1[N:27]=[CH:26][N:25]([C:28](N2C=NC=C2)=O)[CH:24]=1.CNN(CC)NC, predict the reaction product. The product is: [CH3:26][N:25]([CH3:28])[CH2:24][CH2:23][NH:27][C:20](=[O:21])[CH2:19][C:16]1[CH:15]=[CH:14][C:13]([NH:12][C:4]2[N:3]=[N+:2]([O-:1])[C:7]3[CH:8]=[CH:9][CH:10]=[CH:11][C:6]=3[N:5]=2)=[CH:18][CH:17]=1. (5) Given the reactants [CH:1]1([C:4]2[CH:5]=[C:6]([C:17]#[C:18][Si](C)(C)C)[CH:7]=[C:8]3[C:13]=2[C:12](=[O:14])[CH2:11][CH2:10][C:9]3([CH3:16])[CH3:15])[CH2:3][CH2:2]1.CO.C(=O)([O-])[O-].[K+].[K+].C(OCC)(=O)C, predict the reaction product. The product is: [CH:1]1([C:4]2[CH:5]=[C:6]([C:17]#[CH:18])[CH:7]=[C:8]3[C:13]=2[C:12](=[O:14])[CH2:11][CH2:10][C:9]3([CH3:15])[CH3:16])[CH2:3][CH2:2]1.